Predict the reaction yield, written as a fraction of the theoretical maximum amount of product (1.0 means a 100% yield; for example, 0.34 means a 34% yield). From a dataset of Reaction yield outcomes from USPTO patents with 853,638 reactions. The reactants are [NH2:1][C:2]1[N:7]=[CH:6][N:5]=[C:4]2[N:8]([CH:12]([C:14]3[O:15][C:16]4[C:21]([C:22](=[O:31])[C:23]=3[C:24]3[CH:29]=[CH:28][CH:27]=[C:26]([F:30])[CH:25]=3)=[CH:20][CH:19]=[CH:18][CH:17]=4)[CH3:13])[N:9]=[C:10](I)[C:3]=12.[NH2:32][C:33]1[N:38]=[CH:37][C:36](B(O)O)=[CH:35][N:34]=1.C(=O)([O-])[O-].[Na+].[Na+].ClCCl. The catalyst is CN(C=O)C.C(O)C.O. The product is [NH2:1][C:2]1[N:7]=[CH:6][N:5]=[C:4]2[N:8]([CH:12]([C:14]3[O:15][C:16]4[C:21]([C:22](=[O:31])[C:23]=3[C:24]3[CH:29]=[CH:28][CH:27]=[C:26]([F:30])[CH:25]=3)=[CH:20][CH:19]=[CH:18][CH:17]=4)[CH3:13])[N:9]=[C:10]([C:36]3[CH:35]=[N:34][C:33]([NH2:32])=[N:38][CH:37]=3)[C:3]=12. The yield is 0.140.